From a dataset of Catalyst prediction with 721,799 reactions and 888 catalyst types from USPTO. Predict which catalyst facilitates the given reaction. (1) Reactant: Br[CH2:2][CH2:3][CH2:4][N:5]1[C:13]2[C:8](=[CH:9][C:10]([Cl:14])=[CH:11][CH:12]=2)[CH:7]=[C:6]1[CH2:15][N:16]1[C:20]2=[CH:21][N:22]=[CH:23][CH:24]=[C:19]2[C:18]2([CH2:26][CH2:25]2)[C:17]1=[O:27].C(=O)([O-])[O-].[Cs+].[Cs+].[NH:34]1[CH2:38][CH2:37][C@@H:36]([OH:39])[CH2:35]1. Product: [Cl:14][C:10]1[CH:9]=[C:8]2[C:13](=[CH:12][CH:11]=1)[N:5]([CH2:4][CH2:3][CH2:2][N:34]1[CH2:38][CH2:37][C@@H:36]([OH:39])[CH2:35]1)[C:6]([CH2:15][N:16]1[C:20]3=[CH:21][N:22]=[CH:23][CH:24]=[C:19]3[C:18]3([CH2:25][CH2:26]3)[C:17]1=[O:27])=[CH:7]2. The catalyst class is: 9. (2) Reactant: [CH3:1][O:2][C:3]1[N:8]=[CH:7][C:6]([NH2:9])=[C:5]([NH2:10])[CH:4]=1.[F:11][C:12]([F:21])([F:20])[C:13](=O)[C:14]([O:16]CC)=[O:15]. Product: [CH3:1][O:2][C:3]1[N:8]=[CH:7][C:6]2=[N:9][C:13]([C:12]([F:21])([F:20])[F:11])=[C:14]([OH:15])[N:10]=[C:5]2[CH:4]=1.[CH3:1][O:2][C:3]1[N:8]=[CH:7][C:6]2=[N:9][C:14]([OH:16])=[C:13]([C:12]([F:11])([F:20])[F:21])[N:10]=[C:5]2[CH:4]=1. The catalyst class is: 8. (3) Reactant: [NH2:1][C:2]1[CH:3]=[C:4]([CH:21]=[CH:22][CH:23]=1)[O:5][C:6]1[CH:7]=[CH:8][C:9]2[N:10]([CH:12]=[C:13]([NH:15][C:16]([CH:18]3[CH2:20][CH2:19]3)=[O:17])[N:14]=2)[N:11]=1.[F:24][C:25]([F:36])([F:35])[C:26]1[N:34]=[CH:33][CH:32]=[CH:31][C:27]=1[C:28](O)=[O:29].Cl.CN(C)CCCN=C=NCC.ON1C2C=CC=CC=2N=N1.[Cl-].[NH4+]. Product: [CH:18]1([C:16]([NH:15][C:13]2[N:14]=[C:9]3[CH:8]=[CH:7][C:6]([O:5][C:4]4[CH:3]=[C:2]([NH:1][C:28](=[O:29])[C:27]5[CH:31]=[CH:32][CH:33]=[N:34][C:26]=5[C:25]([F:36])([F:24])[F:35])[CH:23]=[CH:22][CH:21]=4)=[N:11][N:10]3[CH:12]=2)=[O:17])[CH2:20][CH2:19]1. The catalyst class is: 9. (4) Reactant: [CH:1]([Si:4]([CH:23]([CH3:25])[CH3:24])([CH:20]([CH3:22])[CH3:21])[O:5][C:6]1[CH:15]=[C:14]2[C:9]([CH:10]=[CH:11][CH:12]=[C:13]2[CH2:16][C:17]([OH:19])=O)=[CH:8][CH:7]=1)([CH3:3])[CH3:2].[Cl:26][C:27]1[CH:33]=[CH:32][C:30]([NH2:31])=[CH:29][C:28]=1[C:34]([F:37])([F:36])[F:35].CN(C)CCCN=C=NCC.C(OC(=O)C)C. Product: [Cl:26][C:27]1[CH:33]=[CH:32][C:30]([NH:31][C:17](=[O:19])[CH2:16][C:13]2[C:14]3[C:9](=[CH:8][CH:7]=[C:6]([O:5][Si:4]([CH:23]([CH3:24])[CH3:25])([CH:1]([CH3:2])[CH3:3])[CH:20]([CH3:22])[CH3:21])[CH:15]=3)[CH:10]=[CH:11][CH:12]=2)=[CH:29][C:28]=1[C:34]([F:35])([F:36])[F:37]. The catalyst class is: 119. (5) Reactant: Cl.[CH2:2]([N:9]([CH2:13][CH2:14]Cl)[CH2:10][CH2:11]Cl)[C:3]1[CH:8]=[CH:7][CH:6]=[CH:5][CH:4]=1.[C:16]([N:23]1[CH2:27][CH2:26][C@@H:25]([NH2:28])[CH2:24]1)([O:18][C:19]([CH3:22])([CH3:21])[CH3:20])=[O:17].C(=O)(O)[O-].[Na+]. Product: [CH2:2]([N:9]1[CH2:13][CH2:14][N:28]([C@@H:25]2[CH2:26][CH2:27][N:23]([C:16]([O:18][C:19]([CH3:22])([CH3:21])[CH3:20])=[O:17])[CH2:24]2)[CH2:11][CH2:10]1)[C:3]1[CH:8]=[CH:7][CH:6]=[CH:5][CH:4]=1. The catalyst class is: 8. (6) Reactant: [H-].[Na+].Br[CH2:4][CH2:5][CH2:6]Br.[C:8]([O:12][C:13]([NH:15][NH:16][C:17]1[CH:22]=[CH:21][CH:20]=[CH:19][C:18]=1[Cl:23])=[O:14])([CH3:11])([CH3:10])[CH3:9]. Product: [C:8]([O:12][C:13]([N:15]1[CH2:6][CH2:5][CH2:4][N:16]1[C:17]1[CH:22]=[CH:21][CH:20]=[CH:19][C:18]=1[Cl:23])=[O:14])([CH3:11])([CH3:9])[CH3:10]. The catalyst class is: 3.